The task is: Predict which catalyst facilitates the given reaction.. This data is from Catalyst prediction with 721,799 reactions and 888 catalyst types from USPTO. Reactant: [CH:1]1([C:4]#[CH:5])[CH2:3][CH2:2]1.C[Li].Cl[C:9]([O:11][CH3:12])=[O:10]. Product: [CH3:12][O:11][C:9](=[O:10])[C:5]#[C:4][CH:1]1[CH2:3][CH2:2]1. The catalyst class is: 27.